This data is from Reaction yield outcomes from USPTO patents with 853,638 reactions. The task is: Predict the reaction yield, written as a fraction of the theoretical maximum amount of product (1.0 means a 100% yield; for example, 0.34 means a 34% yield). (1) The reactants are [NH2:1][C:2]1[C:3]([NH2:12])=[N:4][CH:5]=[C:6]([CH:11]=1)[C:7]([O:9][CH3:10])=[O:8].[CH2:13](OC(OCC)OCC)C. The catalyst is C(O)=O. The product is [N:1]1[C:2]2[C:3](=[N:4][CH:5]=[C:6]([C:7]([O:9][CH3:10])=[O:8])[CH:11]=2)[NH:12][CH:13]=1. The yield is 0.330. (2) The reactants are C1CCC(N=C=NC2CCCCC2)CC1.Cl.[F:17][C:18]1[CH:23]=[CH:22][C:21]([F:24])=[CH:20][C:19]=1[NH:25][CH:26]([C:30]1[CH:35]=[CH:34][CH:33]=[CH:32][CH:31]=1)[C:27]([OH:29])=[O:28].C1C=CC2N(O)N=NC=2C=1.[N:46]12[CH2:53][CH2:52][CH:49]([CH2:50][CH2:51]1)[C@@H:48](O)[CH2:47]2. The catalyst is C1COCC1. The product is [F:17][C:18]1[CH:23]=[CH:22][C:21]([F:24])=[CH:20][C:19]=1[NH:25][CH:26]([C:30]1[CH:31]=[CH:32][CH:33]=[CH:34][CH:35]=1)[C:27]([O:29][C@@H:48]1[CH:49]2[CH2:52][CH2:53][N:46]([CH2:51][CH2:50]2)[CH2:47]1)=[O:28]. The yield is 0.800. (3) The reactants are [NH:1]1[C:9]2[C:4](=[CH:5][CH:6]=[CH:7][CH:8]=2)[CH2:3][C:2]1=[O:10].[CH3:11][C:12]1[C:16]([CH3:17])=[CH:15][NH:14][C:13]=1[CH:18]=O. The catalyst is N1CCCCC1. The product is [CH3:11][C:12]1[C:16]([CH3:17])=[CH:15][NH:14][C:13]=1[CH:18]=[C:3]1[C:4]2[C:9](=[CH:8][CH:7]=[CH:6][CH:5]=2)[NH:1][C:2]1=[O:10]. The yield is 0.370. (4) The reactants are N(C(OCC)=O)=NC(OCC)=O.[OH:13][C:14]1[CH:15]=[C:16]([CH:19]=[CH:20][CH:21]=1)[CH:17]=[O:18].[CH2:22]([O:29][C:30](=[O:36])[NH:31][CH2:32][CH2:33][CH2:34]O)[C:23]1[CH:28]=[CH:27][CH:26]=[CH:25][CH:24]=1.C1(P(C2C=CC=CC=2)C2C=CC=CC=2)C=CC=CC=1. The catalyst is C1COCC1. The product is [CH2:22]([O:29][C:30](=[O:36])[NH:31][CH2:32][CH2:33][CH2:34][O:13][C:14]1[CH:21]=[CH:20][CH:19]=[C:16]([CH:17]=[O:18])[CH:15]=1)[C:23]1[CH:28]=[CH:27][CH:26]=[CH:25][CH:24]=1. The yield is 0.730. (5) The reactants are [CH3:1][O:2][C:3]1[C:8]([C:9]2[CH:14]=[CH:13][CH:12]=[C:11]([N+:15]([O-:17])=[O:16])[CH:10]=2)=[CH:7][C:6]([CH2:18][N:19]2[CH:24]=[CH:23][C:22]([C:25]#[N:26])=[CH:21][C:20]2=[O:27])=[CH:5][CH:4]=1.Cl.[OH-:29].[Na+]. No catalyst specified. The product is [CH3:1][O:2][C:3]1[C:8]([C:9]2[CH:14]=[CH:13][CH:12]=[C:11]([N+:15]([O-:17])=[O:16])[CH:10]=2)=[CH:7][C:6]([CH2:18][N:19]2[CH:24]=[CH:23][C:22]([C:25]([NH2:26])=[O:29])=[CH:21][C:20]2=[O:27])=[CH:5][CH:4]=1. The yield is 0.220.